Dataset: Full USPTO retrosynthesis dataset with 1.9M reactions from patents (1976-2016). Task: Predict the reactants needed to synthesize the given product. (1) Given the product [CH3:28][O:27][C:3]1[CH:4]=[C:5]([C:8]([C:10]2[N:18]3[C:13]([CH:14]=[CH:15][CH:16]=[CH:17]3)=[C:12]([O:19][CH3:20])[C:11]=2[C:21]2[CH:22]=[CH:23][CH:24]=[CH:25][CH:26]=2)=[O:9])[CH:6]=[CH:7][C:2]=1[NH:1][CH2:30][C:31]([O:33][CH2:34][CH3:35])=[O:32], predict the reactants needed to synthesize it. The reactants are: [NH2:1][C:2]1[CH:7]=[CH:6][C:5]([C:8]([C:10]2[N:18]3[C:13]([CH:14]=[CH:15][CH:16]=[CH:17]3)=[C:12]([O:19][CH3:20])[C:11]=2[C:21]2[CH:26]=[CH:25][CH:24]=[CH:23][CH:22]=2)=[O:9])=[CH:4][C:3]=1[O:27][CH3:28].Br[CH2:30][C:31]([O:33][CH2:34][CH3:35])=[O:32]. (2) Given the product [CH3:1][N:2]1[C:7](=[O:8])[C:6]2[C:9]([CH2:23][CH2:24][C:25]([O:27][CH3:28])=[O:26])=[C:10]([CH2:12][C:13]3[CH:18]=[CH:17][CH:16]=[CH:15][C:14]=3[C:19]([F:20])([F:21])[F:22])[S:11][C:5]=2[N:4]([CH2:29][CH:30]([CH3:31])[CH3:32])[C:3]1=[O:33], predict the reactants needed to synthesize it. The reactants are: [CH3:1][N:2]1[C:7](=[O:8])[C:6]2[C:9]([CH:23]=[CH:24][C:25]([O:27][CH3:28])=[O:26])=[C:10]([CH2:12][C:13]3[CH:18]=[CH:17][CH:16]=[CH:15][C:14]=3[C:19]([F:22])([F:21])[F:20])[S:11][C:5]=2[N:4]([CH2:29][CH:30]([CH3:32])[CH3:31])[C:3]1=[O:33]. (3) Given the product [NH:81]([C:119]([O:121][C:122]([CH3:125])([CH3:124])[CH3:123])=[O:120])[CH2:82][C:83]([NH:85][CH2:86][C:87]([NH:89][CH2:90][C:91]([NH:93][C@H:94]([C:102]([NH:104][CH2:105][CH2:106][CH2:107][CH2:108][C:109]([OH:111])=[O:110])=[O:103])[CH2:95][C:96]1[CH:101]=[CH:100][CH:99]=[CH:98][CH:97]=1)=[O:92])=[O:88])=[O:84], predict the reactants needed to synthesize it. The reactants are: N(C(OC(C)(C)C)=O)CC(NCC(NCC(N[C@H](C(O)=O)CC1C=CC=CC=1)=O)=O)=O.ON1C(=O)CCC1=O.C1CCC(N=C=NC2CCCCC2)CC1.C1(C)C=CC(S(O)(=O)=O)=CC=1.C(OC(=O)CCCCN)C1C=CC=CC=1.[NH:81]([C:119]([O:121][C:122]([CH3:125])([CH3:124])[CH3:123])=[O:120])[CH2:82][C:83]([NH:85][CH2:86][C:87]([NH:89][CH2:90][C:91]([NH:93][C@H:94]([C:102]([NH:104][CH2:105][CH2:106][CH2:107][CH2:108][C:109]([O:111]CC1C=CC=CC=1)=[O:110])=[O:103])[CH2:95][C:96]1[CH:101]=[CH:100][CH:99]=[CH:98][CH:97]=1)=[O:92])=[O:88])=[O:84]. (4) The reactants are: [N:1]([C@@H:4]([C@H:8]([C:16]1[CH:24]=[CH:23][C:19]2[O:20][CH2:21][O:22][C:18]=2[CH:17]=1)[C:9]1[CH:14]=[CH:13][C:12]([Cl:15])=[CH:11][CH:10]=1)[C:5](O)=[O:6])=[N+]=[N-].[NH2:25][C:26]1[CH:56]=[CH:55][CH:54]=[C:53]([F:57])[C:27]=1[CH2:28][CH2:29][C@H:30]1[O:35][CH2:34][C@@H:33]([CH2:36][O:37][C:38](=[O:45])[NH:39][CH2:40][C:41]([F:44])([F:43])[F:42])[N:32](C(OC(C)(C)C)=O)[CH2:31]1. Given the product [O:20]1[C:19]2[CH:23]=[CH:24][C:16]([C@H:8]([C:9]3[CH:14]=[CH:13][C:12]([Cl:15])=[CH:11][CH:10]=3)[C@@H:4]([C:5]([NH:25][C:26]3[CH:56]=[CH:55][CH:54]=[C:53]([F:57])[C:27]=3[CH2:28][CH2:29][C@H:30]3[O:35][CH2:34][C@@H:33]([CH2:36][O:37][C:38](=[O:45])[NH:39][CH2:40][C:41]([F:43])([F:44])[F:42])[NH:32][CH2:31]3)=[O:6])[NH:1][C:21]([O:20][CH3:19])=[O:22])=[CH:17][C:18]=2[O:22][CH2:21]1, predict the reactants needed to synthesize it.